This data is from Full USPTO retrosynthesis dataset with 1.9M reactions from patents (1976-2016). The task is: Predict the reactants needed to synthesize the given product. (1) Given the product [Cl:1][C:2]1[CH:7]=[CH:6][CH:5]=[CH:4][C:3]=1[C@H:8]([O:10][C:11]1[CH:15]=[C:14]([N:16]2[C:20]3[CH:21]=[C:22]([CH2:25][N:26]4[CH2:32][CH2:31][CH2:30][N:29]([CH3:33])[CH2:28][CH2:27]4)[CH:23]=[CH:24][C:19]=3[N:18]=[CH:17]2)[S:13][C:12]=1[C:34]([NH2:38])=[O:36])[CH3:9], predict the reactants needed to synthesize it. The reactants are: [Cl:1][C:2]1[CH:7]=[CH:6][CH:5]=[CH:4][C:3]=1[C@H:8]([O:10][C:11]1[CH:15]=[C:14]([N:16]2[C:20]3[CH:21]=[C:22]([CH2:25][N:26]4[CH2:32][CH2:31][CH2:30][N:29]([CH3:33])[CH2:28][CH2:27]4)[CH:23]=[CH:24][C:19]=3[N:18]=[CH:17]2)[S:13][C:12]=1[C:34]([O:36]C)=O)[CH3:9].[NH3:38]. (2) Given the product [CH:1]1([C:7]2[C:8]3[CH:9]=[CH:10][C:11]([C:27]([O:29][CH3:30])=[O:28])=[CH:12][C:13]=3[N:14]3[C:21]=2[C:20]2[CH:22]=[CH:23][CH:24]=[CH:25][C:19]=2[O:18][CH2:17][CH:16]([NH:38][CH2:37][CH2:36][N:31]2[CH2:35][CH2:34][CH2:33][CH2:32]2)[CH2:15]3)[CH2:6][CH2:5][CH2:4][CH2:3][CH2:2]1, predict the reactants needed to synthesize it. The reactants are: [CH:1]1([C:7]2[C:8]3[CH:9]=[CH:10][C:11]([C:27]([O:29][CH3:30])=[O:28])=[CH:12][C:13]=3[N:14]3[C:21]=2[C:20]2[CH:22]=[CH:23][CH:24]=[CH:25][C:19]=2[O:18][CH2:17][C:16](=O)[CH2:15]3)[CH2:6][CH2:5][CH2:4][CH2:3][CH2:2]1.[N:31]1([CH2:36][CH2:37][NH2:38])[CH2:35][CH2:34][CH2:33][CH2:32]1.CC(O)=O.C(O[BH-](OC(=O)C)OC(=O)C)(=O)C.[Na+].C([O-])(O)=O.[Na+]. (3) Given the product [C:41]([O:40][C:38](=[O:39])[NH:1][CH2:2][CH2:3][CH2:4][N:5]1[C:13]2[C:8](=[CH:9][C:10]([N:14]3[CH:19]=[CH:18][C:17]([C:20]4[CH:21]=[CH:22][C:23]([C:26]([F:28])([F:29])[F:27])=[CH:24][CH:25]=4)=[CH:16][C:15]3=[O:30])=[CH:11][CH:12]=2)[CH:7]=[N:6]1)([CH3:44])([CH3:43])[CH3:42], predict the reactants needed to synthesize it. The reactants are: [NH2:1][CH2:2][CH2:3][CH2:4][N:5]1[C:13]2[C:8](=[CH:9][C:10]([N:14]3[CH:19]=[CH:18][C:17]([C:20]4[CH:25]=[CH:24][C:23]([C:26]([F:29])([F:28])[F:27])=[CH:22][CH:21]=4)=[CH:16][C:15]3=[O:30])=[CH:11][CH:12]=2)[CH:7]=[N:6]1.CCN(CC)CC.[C:38](O[C:38]([O:40][C:41]([CH3:44])([CH3:43])[CH3:42])=[O:39])([O:40][C:41]([CH3:44])([CH3:43])[CH3:42])=[O:39]. (4) The reactants are: [ClH:1].C(OC(=O)[NH:8][CH2:9][CH2:10][N:11]1[CH:15]=[C:14]([I:16])[N:13]=[C:12]1[CH2:17][CH3:18])(C)(C)C. Given the product [CH2:17]([C:12]1[N:11]([CH2:10][CH2:9][NH2:8])[CH:15]=[C:14]([I:16])[N:13]=1)[CH3:18].[ClH:1], predict the reactants needed to synthesize it. (5) Given the product [Br:1][C:2]1[CH:9]=[CH:8][C:5]([CH2:6][N:11]2[CH2:16][CH2:15][CH2:14][CH2:13][CH2:12]2)=[C:4]([F:10])[CH:3]=1, predict the reactants needed to synthesize it. The reactants are: [Br:1][C:2]1[CH:9]=[CH:8][C:5]([CH:6]=O)=[C:4]([F:10])[CH:3]=1.[NH:11]1[CH2:16][CH2:15][CH2:14][CH2:13][CH2:12]1.C(O[BH-](OC(=O)C)OC(=O)C)(=O)C.[Na+]. (6) Given the product [Cl:1][C:2]1[C:3]([F:29])=[C:4]([C@:8]([C@@H:16]2[O:21][CH2:20][CH2:19][NH:18][CH2:17]2)([OH:15])[CH2:9][CH2:10][CH2:11][CH2:12][O:13][CH3:14])[CH:5]=[CH:6][CH:7]=1, predict the reactants needed to synthesize it. The reactants are: [Cl:1][C:2]1[C:3]([F:29])=[C:4]([C@:8]([C@@H:16]2[O:21][CH2:20][CH2:19][N:18](C(OC(C)(C)C)=O)[CH2:17]2)([OH:15])[CH2:9][CH2:10][CH2:11][CH2:12][O:13][CH3:14])[CH:5]=[CH:6][CH:7]=1.[OH-].[Na+].